Dataset: Full USPTO retrosynthesis dataset with 1.9M reactions from patents (1976-2016). Task: Predict the reactants needed to synthesize the given product. (1) Given the product [I:1][C:2]1[N:6]([CH3:7])[C:5]([C:8]2[CH:13]=[CH:12][CH:11]=[CH:10][N:9]=2)=[N:4][C:3]=1[C:14]1[CH:23]=[CH:22][C:17]([C:18]([OH:20])=[O:19])=[CH:16][CH:15]=1, predict the reactants needed to synthesize it. The reactants are: [I:1][C:2]1[N:6]([CH3:7])[C:5]([C:8]2[CH:13]=[CH:12][CH:11]=[CH:10][N:9]=2)=[N:4][C:3]=1[C:14]1[CH:23]=[CH:22][C:17]([C:18]([O:20]C)=[O:19])=[CH:16][CH:15]=1.[OH-].[Li+]. (2) Given the product [Cl:27][C:28]1[CH:33]=[C:32]([C:2]2[CH:3]=[C:4]3[C:9](=[CH:10][CH:11]=2)[N:8]=[CH:7][C:6]([C:12]([CH:14]2[CH2:16][CH2:15]2)=[O:13])=[C:5]3[N:17]2[CH2:18][CH2:19][CH:20]([CH2:23][N:24]([CH3:26])[CH3:25])[CH2:21][CH2:22]2)[CH:31]=[C:30]([F:43])[C:29]=1[OH:44], predict the reactants needed to synthesize it. The reactants are: Br[C:2]1[CH:3]=[C:4]2[C:9](=[CH:10][CH:11]=1)[N:8]=[CH:7][C:6]([C:12]([CH:14]1[CH2:16][CH2:15]1)=[O:13])=[C:5]2[N:17]1[CH2:22][CH2:21][CH:20]([CH2:23][N:24]([CH3:26])[CH3:25])[CH2:19][CH2:18]1.[Cl:27][C:28]1[CH:33]=[C:32](B2OC(C)(C)C(C)(C)O2)[CH:31]=[C:30]([F:43])[C:29]=1[OH:44]. (3) The reactants are: [CH2:1]([C@H:3]1[O:5][CH2:4]1)[Cl:2].[N:6]1([S:12](N)(=[O:14])=[O:13])[CH2:11][CH2:10][NH:9][CH2:8][CH2:7]1.[CH2:16](O)C. Given the product [Cl:2][CH2:1][C@@H:3]([OH:5])[CH2:4][N:9]1[CH2:10][CH2:11][N:6]([S:12]([CH3:16])(=[O:14])=[O:13])[CH2:7][CH2:8]1, predict the reactants needed to synthesize it. (4) Given the product [Cl:1][C:2]1[S:10][C:9]2[S:8](=[O:11])(=[O:12])[NH:7][CH2:6][C:5]([C:18]3[CH:19]=[CH:20][C:15]([Cl:14])=[CH:16][CH:17]=3)([OH:13])[C:4]=2[CH:3]=1, predict the reactants needed to synthesize it. The reactants are: [Cl:1][C:2]1[S:10][C:9]2[S:8](=[O:12])(=[O:11])[NH:7][CH2:6][C:5](=[O:13])[C:4]=2[CH:3]=1.[Cl:14][C:15]1[CH:20]=[CH:19][C:18]([Mg]Br)=[CH:17][CH:16]=1.CCOCC. (5) Given the product [Br:22][C:21]1[C:12]([O:11][C:10]2[CH:9]=[CH:32][C:31]([C:33]([O:35][C:36]([CH3:37])([CH3:39])[CH3:38])=[O:34])=[CH:30][CH:29]=2)=[C:13]([Cl:28])[CH:14]=[C:15]2[C:20]=1[O:19][CH2:18][CH2:17][CH:16]2[C:23]([O:25][CH2:26][CH3:27])=[O:24], predict the reactants needed to synthesize it. The reactants are: N(OCC(C)C)=O.N[C:9]1[CH:32]=[C:31]([C:33]([O:35][C:36]([CH3:39])([CH3:38])[CH3:37])=[O:34])[CH:30]=[CH:29][C:10]=1[O:11][C:12]1[C:21]([Br:22])=[C:20]2[C:15]([CH:16]([C:23]([O:25][CH2:26][CH3:27])=[O:24])[CH2:17][CH2:18][O:19]2)=[CH:14][C:13]=1[Cl:28]. (6) Given the product [ClH:1].[Cl:1][C:2]1[CH:7]=[C:6]([Cl:8])[CH:5]=[CH:4][C:3]=1[CH2:9][CH2:10][NH:11][C:12]1[N:17]=[C:16]([O:18][CH3:19])[N:15]=[C:14]([C:20]2[CH:21]=[C:22]([CH:26]=[CH:27][CH:28]=2)[C:23]([OH:25])=[O:24])[CH:13]=1, predict the reactants needed to synthesize it. The reactants are: [Cl:1][C:2]1[CH:7]=[C:6]([Cl:8])[CH:5]=[CH:4][C:3]=1[CH2:9][CH2:10][NH:11][C:12]1[N:17]=[C:16]([O:18][CH3:19])[N:15]=[C:14]([C:20]2[CH:21]=[C:22]([CH:26]=[CH:27][CH:28]=2)[C:23]([OH:25])=[O:24])[CH:13]=1.Cl.